Dataset: Peptide-MHC class I binding affinity with 185,985 pairs from IEDB/IMGT. Task: Regression. Given a peptide amino acid sequence and an MHC pseudo amino acid sequence, predict their binding affinity value. This is MHC class I binding data. (1) The peptide sequence is IEEQVNKTM. The MHC is HLA-B27:05 with pseudo-sequence HLA-B27:05. The binding affinity (normalized) is 0.213. (2) The peptide sequence is EEVVLKNGEL. The MHC is HLA-B44:03 with pseudo-sequence HLA-B44:03. The binding affinity (normalized) is 0.751.